From a dataset of Tox21: 12 toxicity assays (nuclear receptors and stress response pathways). Binary classification across 12 toxicity assays. (1) The drug is CN1[C@H]2CC[C@@H]1C[C@H](OC(=O)C(CO)c1ccccc1)C2. It tested positive (active) for: NR-AR (Androgen Receptor agonist activity). (2) The compound is ClC(Cl)=C(c1ccc(Cl)cc1)c1ccc(Cl)cc1. It tested positive (active) for: SR-ARE (Antioxidant Response Element (oxidative stress)), and SR-MMP (Mitochondrial Membrane Potential disruption). (3) The compound is CCCCCCOc1cc(C)c(O)c(C)c1C. It tested positive (active) for: NR-AhR (Aryl hydrocarbon Receptor agonist activity), and SR-MMP (Mitochondrial Membrane Potential disruption). (4) The compound is Cc1cc2c(cc1C(F)(F)F)N(C(=O)Nc1ccc(Oc3cccnc3C)nc1)CC2. It tested positive (active) for: SR-ARE (Antioxidant Response Element (oxidative stress)), and SR-MMP (Mitochondrial Membrane Potential disruption). (5) The drug is NC(=O)c1cc([N+](=O)[O-])cc([N+](=O)[O-])c1. It tested positive (active) for: SR-ARE (Antioxidant Response Element (oxidative stress)).